This data is from Full USPTO retrosynthesis dataset with 1.9M reactions from patents (1976-2016). The task is: Predict the reactants needed to synthesize the given product. (1) Given the product [NH2:5][C:4]1[S:6][N:1]=[C:2]([CH3:9])[C:3]=1[C:7]#[N:8], predict the reactants needed to synthesize it. The reactants are: [NH2:1]/[C:2](/[CH3:9])=[C:3](\[C:7]#[N:8])/[C:4](=[S:6])[NH2:5].OO. (2) Given the product [F:28][C:15]1[CH:14]=[CH:13][C:12]([O:11][C:8]2[CH:9]=[CH:10][C:5]3[N:6]([CH:29]=[C:3]([NH:2][C:43]([NH:33][O:32][CH3:31])=[O:44])[N:4]=3)[N:7]=2)=[CH:17][C:16]=1[NH:18][C:19]([C:21]1[N:25]([CH3:26])[N:24]=[C:23]([CH3:27])[CH:22]=1)=[O:20], predict the reactants needed to synthesize it. The reactants are: Cl.[NH2:2][C:3]1[N:4]=[C:5]2[CH:10]=[CH:9][C:8]([O:11][C:12]3[CH:13]=[CH:14][C:15]([F:28])=[C:16]([NH:18][C:19]([C:21]4[N:25]([CH3:26])[N:24]=[C:23]([CH3:27])[CH:22]=4)=[O:20])[CH:17]=3)=[N:7][N:6]2[CH:29]=1.[Cl-].[CH3:31][O:32][NH3+:33].C(N(CC)CC)C.CN(C)[CH:43]=[O:44].